From a dataset of Forward reaction prediction with 1.9M reactions from USPTO patents (1976-2016). Predict the product of the given reaction. (1) The product is: [Cl:1][C:2]1[CH:28]=[CH:27][C:5]([O:6][C:7]2[CH:12]=[CH:11][C:10](/[C:13](/[C:15]3[CH:20]=[C:19]([O:21][CH3:22])[CH:18]=[CH:17][C:16]=3[F:23])=[N:30]/[OH:31])=[C:9]([CH2:24][CH2:25][CH3:26])[CH:8]=2)=[CH:4][CH:3]=1. Given the reactants [Cl:1][C:2]1[CH:28]=[CH:27][C:5]([O:6][C:7]2[CH:12]=[CH:11][C:10]([C:13]([C:15]3[CH:20]=[C:19]([O:21][CH3:22])[CH:18]=[CH:17][C:16]=3[F:23])=O)=[C:9]([CH2:24][CH2:25][CH3:26])[CH:8]=2)=[CH:4][CH:3]=1.Cl.[NH2:30][OH:31].C([O-])(=O)C.[Na+], predict the reaction product. (2) Given the reactants [CH2:1]([O:3][C:4](=[O:23])[CH:5]=[CH:6][C:7]1[S:15][C:14]2[C:13]([N:16]3[CH2:21][CH2:20][O:19][CH2:18][CH2:17]3)=[N:12][C:11]([Cl:22])=[N:10][C:9]=2[CH:8]=1)[CH3:2], predict the reaction product. The product is: [CH2:1]([O:3][C:4](=[O:23])[CH2:5][CH2:6][C:7]1[S:15][C:14]2[C:13]([N:16]3[CH2:21][CH2:20][O:19][CH2:18][CH2:17]3)=[N:12][C:11]([Cl:22])=[N:10][C:9]=2[CH:8]=1)[CH3:2]. (3) Given the reactants [C:1]1([C@H:7]([NH:22][C:23](=[O:33])[O:24][C@@H:25]2[CH:30]3[CH2:31][CH2:32][N:27]([CH2:28][CH2:29]3)[CH2:26]2)[C:8]2[CH:13]=[CH:12][CH:11]=[C:10]([O:14][CH2:15][CH:16]3[CH2:21][CH2:20][NH:19][CH2:18][CH2:17]3)[CH:9]=2)[CH:6]=[CH:5][CH:4]=[CH:3][CH:2]=1.Cl.O1CCOC1CCCOC(C1CCNCC1)=O.[CH:52]([C:54]1[CH:62]=[CH:61][C:57]([C:58](O)=[O:59])=[CH:56][CH:55]=1)=[O:53].C1([C@H](NC(O[C@@H]2C3CCN(CC3)C2)=O)C2C=C(C=CC=2)OCC2C=CC(C(O)=O)=CC=2)C=CC=CC=1, predict the reaction product. The product is: [N:27]12[CH2:32][CH2:31][CH:30]([CH2:29][CH2:28]1)[C@@H:25]([O:24][C:23](=[O:33])[NH:22][C@H:7]([C:8]1[CH:13]=[CH:12][CH:11]=[C:10]([O:14][CH2:15][CH:16]3[CH2:17][CH2:18][N:19]([C:58](=[O:59])[C:57]4[CH:61]=[CH:62][C:54]([CH:52]=[O:53])=[CH:55][CH:56]=4)[CH2:20][CH2:21]3)[CH:9]=1)[C:1]1[CH:2]=[CH:3][CH:4]=[CH:5][CH:6]=1)[CH2:26]2. (4) Given the reactants [F:1][C:2]1[CH:3]=[C:4]([C:10]#[C:11][CH2:12][CH2:13][N:14]2C(=O)C3C(=CC=CC=3)C2=O)[C:5]([O:8][CH3:9])=[N:6][CH:7]=1.NN, predict the reaction product. The product is: [F:1][C:2]1[CH:3]=[C:4]([C:10]#[C:11][CH2:12][CH2:13][NH2:14])[C:5]([O:8][CH3:9])=[N:6][CH:7]=1. (5) Given the reactants C(Cl)(=O)C([Cl:4])=O.[CH2:7]([O:9][C:10]([C:12]1[C:17](=[O:18])[N:16]([CH2:19][C:20]2[CH:25]=[CH:24][C:23]([O:26][CH3:27])=[CH:22][CH:21]=2)[C:15]2[CH:28]=[CH:29][S:30][C:14]=2[C:13]=1O)=[O:11])[CH3:8].CN(C=O)C, predict the reaction product. The product is: [CH2:7]([O:9][C:10]([C:12]1[C:17](=[O:18])[N:16]([CH2:19][C:20]2[CH:25]=[CH:24][C:23]([O:26][CH3:27])=[CH:22][CH:21]=2)[C:15]2[CH:28]=[CH:29][S:30][C:14]=2[C:13]=1[Cl:4])=[O:11])[CH3:8].